From a dataset of Peptide-MHC class II binding affinity with 134,281 pairs from IEDB. Regression. Given a peptide amino acid sequence and an MHC pseudo amino acid sequence, predict their binding affinity value. This is MHC class II binding data. (1) The peptide sequence is EKKYFAATQFFPLAA. The MHC is DRB1_0701 with pseudo-sequence DRB1_0701. The binding affinity (normalized) is 0.866. (2) The peptide sequence is FGMVTLLGSALLSVL. The MHC is HLA-DPA10201-DPB10501 with pseudo-sequence HLA-DPA10201-DPB10501. The binding affinity (normalized) is 0.449. (3) The peptide sequence is AVHVWLRLPAGRVEI. The MHC is DRB1_0401 with pseudo-sequence DRB1_0401. The binding affinity (normalized) is 0.0735. (4) The peptide sequence is VVLFAVFLGSAYGIP. The MHC is HLA-DQA10101-DQB10501 with pseudo-sequence HLA-DQA10101-DQB10501. The binding affinity (normalized) is 0.426. (5) The peptide sequence is APTGMFVAGAKYMVI. The MHC is HLA-DQA10501-DQB10301 with pseudo-sequence HLA-DQA10501-DQB10301. The binding affinity (normalized) is 0.678.